This data is from Peptide-MHC class II binding affinity with 134,281 pairs from IEDB. The task is: Regression. Given a peptide amino acid sequence and an MHC pseudo amino acid sequence, predict their binding affinity value. This is MHC class II binding data. (1) The peptide sequence is GSMAKKGDEQKLRSA. The MHC is DRB1_0401 with pseudo-sequence DRB1_0401. The binding affinity (normalized) is 0.0573. (2) The peptide sequence is IEQDERLSRQKLNFL. The MHC is DRB1_0101 with pseudo-sequence DRB1_0101. The binding affinity (normalized) is 0.0434. (3) The peptide sequence is KTLKFDALSGSQEVE. The MHC is H-2-IEd with pseudo-sequence H-2-IEd. The binding affinity (normalized) is 0. (4) The binding affinity (normalized) is 0.615. The MHC is DRB1_0901 with pseudo-sequence DRB1_0901. The peptide sequence is VGSLQYLALTALITPKK.